From a dataset of Catalyst prediction with 721,799 reactions and 888 catalyst types from USPTO. Predict which catalyst facilitates the given reaction. (1) Reactant: [NH2:1][C:2]1[CH:3]=[C:4]([CH2:8][CH2:9][C:10]2[CH:11]=[C:12]([NH:16][C:17](=[O:23])[O:18][C:19]([CH3:22])([CH3:21])[CH3:20])[CH:13]=[N:14][CH:15]=2)[CH:5]=[CH:6][CH:7]=1.[Cl:24][C:25]1[N:30]=[C:29](Cl)[C:28]([Cl:32])=[CH:27][N:26]=1.C(=O)([O-])[O-].[K+].[K+]. Product: [Cl:24][C:25]1[N:30]=[C:29]([NH:1][C:2]2[CH:3]=[C:4]([CH2:8][CH2:9][C:10]3[CH:11]=[C:12]([NH:16][C:17](=[O:23])[O:18][C:19]([CH3:20])([CH3:22])[CH3:21])[CH:13]=[N:14][CH:15]=3)[CH:5]=[CH:6][CH:7]=2)[C:28]([Cl:32])=[CH:27][N:26]=1. The catalyst class is: 9. (2) Reactant: [Br-].[F:2][C:3]([F:8])([F:7])[C:4]([Zn+])=[CH2:5].Br[C:10]1[CH:15]=[C:14]([Cl:16])[C:13]([O:17][CH:18]([F:20])[F:19])=[C:12]([Cl:21])[CH:11]=1. Product: [Cl:21][C:12]1[CH:11]=[C:10]([C:4]([C:3]([F:8])([F:7])[F:2])=[CH2:5])[CH:15]=[C:14]([Cl:16])[C:13]=1[O:17][CH:18]([F:20])[F:19]. The catalyst class is: 213. (3) Reactant: Br[C:2]1[CH:8]=[C:7]([F:9])[CH:6]=[CH:5][C:3]=1[NH2:4].F[C:11]1[CH:18]=[CH:17][C:14]([C:15]#[N:16])=[CH:13][CH:12]=1. Product: [NH2:16][CH2:15][C:14]1[CH:17]=[CH:18][C:11]([NH:4][C:3]2[CH:5]=[CH:6][C:7]([F:9])=[CH:8][CH:2]=2)=[CH:12][CH:13]=1. The catalyst class is: 181.